From a dataset of Forward reaction prediction with 1.9M reactions from USPTO patents (1976-2016). Predict the product of the given reaction. (1) Given the reactants [F:1][C:2]1[CH:25]=[C:24]([N+:26]([O-:28])=[O:27])[CH:23]=[CH:22][C:3]=1[O:4][C:5]1[CH:10]=[CH:9][N:8]=[C:7]2[CH:11]=[C:12]([C:14]3[CH:19]=[CH:18][C:17]([CH2:20]O)=[CH:16][CH:15]=3)[S:13][C:6]=12.O=S(Cl)[Cl:31], predict the reaction product. The product is: [Cl:31][CH2:20][C:17]1[CH:18]=[CH:19][C:14]([C:12]2[S:13][C:6]3[C:7](=[N:8][CH:9]=[CH:10][C:5]=3[O:4][C:3]3[CH:22]=[CH:23][C:24]([N+:26]([O-:28])=[O:27])=[CH:25][C:2]=3[F:1])[CH:11]=2)=[CH:15][CH:16]=1. (2) Given the reactants [CH2:1]([O:3][C:4]([CH:6]1[CH:10]([C:11]2[C:16]([O:17][CH3:18])=[CH:15][C:14]([O:19][CH3:20])=[CH:13][C:12]=2[O:21][CH3:22])[CH2:9][NH:8][C:7]1=[O:23])=[O:5])[CH3:2].[H-].[Na+].S(OC)(O[CH3:30])(=O)=O, predict the reaction product. The product is: [CH2:1]([O:3][C:4]([CH:6]1[CH:10]([C:11]2[C:12]([O:21][CH3:22])=[CH:13][C:14]([O:19][CH3:20])=[CH:15][C:16]=2[O:17][CH3:18])[CH2:9][N:8]([CH3:30])[C:7]1=[O:23])=[O:5])[CH3:2]. (3) The product is: [CH2:14]([O:16][C:15]([C:14]1[C:8]2[O:7][B:6]([OH:18])[C@@H:5]([NH:4][C:1](=[O:3])[CH3:2])[CH2:10][C:9]=2[CH:11]=[CH:12][CH:13]=1)=[O:17])[CH2:8][CH2:9][CH3:10]. Given the reactants [C:1]([NH:4][CH:5]1[CH2:10][C:9]2[CH:11]=[CH:12][CH:13]=[C:14]([C:15]([OH:17])=[O:16])[C:8]=2[O:7][B:6]1[OH:18])(=[O:3])[CH3:2], predict the reaction product. (4) Given the reactants [Br:1][C:2]1[CH:10]=[CH:9][C:5]([C:6]([OH:8])=O)=[CH:4][C:3]=1[O:11][CH2:12][C:13]([F:16])([F:15])[F:14].[NH:17]1[CH2:21][CH2:20][CH2:19][CH2:18]1, predict the reaction product. The product is: [Br:1][C:2]1[CH:10]=[CH:9][C:5]([C:6]([N:17]2[CH2:21][CH2:20][CH2:19][CH2:18]2)=[O:8])=[CH:4][C:3]=1[O:11][CH2:12][C:13]([F:16])([F:15])[F:14].